From a dataset of Forward reaction prediction with 1.9M reactions from USPTO patents (1976-2016). Predict the product of the given reaction. (1) The product is: [CH:19]([N:15]1[CH2:16][CH2:17][C@@H:13]([N:2]([CH3:1])[C:3](=[O:12])[O:4][CH2:5][C:6]2[CH:11]=[CH:10][CH:9]=[CH:8][CH:7]=2)[CH2:14]1)([CH3:21])[CH3:18]. Given the reactants [CH3:1][N:2]([C@@H:13]1[CH2:17][CH2:16][NH:15][CH2:14]1)[C:3](=[O:12])[O:4][CH2:5][C:6]1[CH:11]=[CH:10][CH:9]=[CH:8][CH:7]=1.[CH3:18][C:19]([CH3:21])=O, predict the reaction product. (2) The product is: [N:24]1[CH:25]=[CH:26][CH:27]=[CH:28][C:23]=1[C:2]1[CH:7]=[CH:6][C:5]([S:8]([NH:11][C:12]2[CH:21]=[CH:20][C:19]3[C:14](=[CH:15][CH:16]=[CH:17][CH:18]=3)[N:13]=2)(=[O:10])=[O:9])=[CH:4][CH:3]=1. Given the reactants Br[C:2]1[CH:7]=[CH:6][C:5]([S:8]([NH:11][C:12]2[CH:21]=[CH:20][C:19]3[C:14](=[CH:15][CH:16]=[CH:17][CH:18]=3)[N:13]=2)(=[O:10])=[O:9])=[CH:4][CH:3]=1.Br[C:23]1[CH:28]=[CH:27][CH:26]=[CH:25][N:24]=1.C[Sn](C)C.C[Sn](C)C, predict the reaction product. (3) Given the reactants [O:1]1[CH2:5][CH2:4][O:3][CH:2]1[CH:6]([OH:33])[C:7]1[C:15]2[N:14]=[C:13]([CH:16]3[CH2:18][CH2:17]3)[N:12]([C:19]([O:21][C:22]([CH3:25])([CH3:24])[CH3:23])=[O:20])[C:11]=2[CH:10]=[C:9]([C:26]2[C:27]([CH3:32])=[N:28][O:29][C:30]=2[CH3:31])[CH:8]=1.CC(OI1(OC(C)=O)(OC(C)=O)OC(=O)C2C=CC=CC1=2)=O, predict the reaction product. The product is: [CH:16]1([C:13]2[N:12]([C:19]([O:21][C:22]([CH3:23])([CH3:24])[CH3:25])=[O:20])[C:11]3[CH:10]=[C:9]([C:26]4[C:27]([CH3:32])=[N:28][O:29][C:30]=4[CH3:31])[CH:8]=[C:7]([C:6]([CH:2]4[O:3][CH2:4][CH2:5][O:1]4)=[O:33])[C:15]=3[N:14]=2)[CH2:18][CH2:17]1. (4) Given the reactants [CH3:1][O:2][C:3]1[CH:4]=[C:5]2[C:9](=[CH:10][CH:11]=1)[NH:8][C:7]([C:12](Cl)=[O:13])=[CH:6]2.O[N:16]=[C:17]([CH:19]1[CH2:21][CH2:20]1)[NH2:18].O, predict the reaction product. The product is: [CH:19]1([C:17]2[N:18]=[C:12]([C:7]3[NH:8][C:9]4[C:5]([CH:6]=3)=[CH:4][C:3]([O:2][CH3:1])=[CH:11][CH:10]=4)[O:13][N:16]=2)[CH2:21][CH2:20]1.